Dataset: Catalyst prediction with 721,799 reactions and 888 catalyst types from USPTO. Task: Predict which catalyst facilitates the given reaction. Reactant: [CH3:1][N:2]1[C:10]2[C@@:9]3([CH3:14])[C:11]([CH3:13])([CH3:12])[C@H:6]([CH2:7][CH2:8]3)[C:5]=2[C:4](=[O:15])[NH:3]1.[F:16][C:17]([F:28])([F:27])[O:18][C:19]1[CH:26]=[CH:25][C:22]([CH2:23]Br)=[CH:21][CH:20]=1. Product: [F:16][C:17]([F:27])([F:28])[O:18][C:19]1[CH:26]=[CH:25][C:22]([CH2:23][N:3]2[C:4](=[O:15])[C:5]3[C@@H:6]4[C:11]([CH3:12])([CH3:13])[C@@:9]([CH3:14])([CH2:8][CH2:7]4)[C:10]=3[N:2]2[CH3:1])=[CH:21][CH:20]=1. The catalyst class is: 9.